This data is from Full USPTO retrosynthesis dataset with 1.9M reactions from patents (1976-2016). The task is: Predict the reactants needed to synthesize the given product. (1) The reactants are: [Br:1][C:2]1[CH:3]=[C:4]2[C:10]([NH2:11])=[CH:9][NH:8][C:5]2=[N:6][CH:7]=1.[CH2:12]([N:19]1[CH:23]=[C:22]([C:24](O)=[O:25])[CH:21]=[N:20]1)[C:13]1[CH:18]=[CH:17][CH:16]=[CH:15][CH:14]=1.C(N(CC)CC)C.F[P-](F)(F)(F)(F)F.N1(OC(N(C)C)=[N+](C)C)C2N=CC=CC=2N=N1. Given the product [Br:1][C:2]1[CH:3]=[C:4]2[C:10]([NH:11][C:24]([C:22]3[CH:21]=[N:20][N:19]([CH2:12][C:13]4[CH:18]=[CH:17][CH:16]=[CH:15][CH:14]=4)[CH:23]=3)=[O:25])=[CH:9][NH:8][C:5]2=[N:6][CH:7]=1, predict the reactants needed to synthesize it. (2) The reactants are: CC(OI1(OC(C)=O)(OC(C)=O)OC(=O)C2C=CC=CC1=2)=O.[F:23][C:24]([F:64])([F:63])[C:25]1[CH:26]=[C:27]([C@H:35]([O:37][C@@H:38]2[C@@H:43]([C:44]3[CH:49]=[CH:48][C:47]([F:50])=[CH:46][CH:45]=3)[C@H:42]([CH2:51][N:52]3[CH2:62][CH2:61][C:55]4([CH2:59][O:58][CH2:57][C@H:56]4[OH:60])[CH2:54][CH2:53]3)[CH2:41][CH2:40][O:39]2)[CH3:36])[CH:28]=[C:29]([C:31]([F:34])([F:33])[F:32])[CH:30]=1. Given the product [F:64][C:24]([F:23])([F:63])[C:25]1[CH:26]=[C:27]([C@H:35]([O:37][C@@H:38]2[C@@H:43]([C:44]3[CH:49]=[CH:48][C:47]([F:50])=[CH:46][CH:45]=3)[C@H:42]([CH2:51][N:52]3[CH2:53][CH2:54][C:55]4([CH2:59][O:58][CH2:57][C:56]4=[O:60])[CH2:61][CH2:62]3)[CH2:41][CH2:40][O:39]2)[CH3:36])[CH:28]=[C:29]([C:31]([F:32])([F:33])[F:34])[CH:30]=1, predict the reactants needed to synthesize it.